This data is from Full USPTO retrosynthesis dataset with 1.9M reactions from patents (1976-2016). The task is: Predict the reactants needed to synthesize the given product. (1) Given the product [C:5]1([N:6]2[C:15]3[CH:20]=[CH:19][C:18]([B:24]4[O:25][C:26]([CH3:28])([CH3:27])[C:22]([CH3:38])([CH3:21])[O:23]4)=[CH:17][C:16]=3[C:12]3[C:7]2=[CH:8][CH:9]=[CH:10][CH:11]=3)[CH:4]=[CH:3][CH:2]=[CH:14][CH:13]=1, predict the reactants needed to synthesize it. The reactants are: Br[C:2]1[CH:3]=[CH:4][C:5]2[N:6]([C:15]3[CH:20]=[CH:19][CH:18]=[CH:17][CH:16]=3)[C:7]3[C:12]([C:13]=2[CH:14]=1)=[CH:11][CH:10]=[CH:9][CH:8]=3.[CH3:21][C:22]1([CH3:38])[C:26]([CH3:28])([CH3:27])[O:25][B:24]([B:24]2[O:25][C:26]([CH3:28])([CH3:27])[C:22]([CH3:38])([CH3:21])[O:23]2)[O:23]1.COC1C=CC=C(OC)C=1C1C=CC=CC=1P(C1CCCCC1)C1CCCCC1.C([O-])(=O)C.[K+]. (2) Given the product [O:28]1[CH2:27][CH2:26][CH:33]([CH2:32][NH:31][C:20]([C:13]2[C:14]([C:16]([F:17])([F:19])[F:18])=[N:15][C:10]([NH:9][C:3]3[CH:4]=[CH:5][C:6]([Cl:8])=[CH:7][C:2]=3[Cl:1])=[N:11][CH:12]=2)=[O:22])[CH2:30][CH2:29]1, predict the reactants needed to synthesize it. The reactants are: [Cl:1][C:2]1[CH:7]=[C:6]([Cl:8])[CH:5]=[CH:4][C:3]=1[NH:9][C:10]1[N:15]=[C:14]([C:16]([F:19])([F:18])[F:17])[C:13]([C:20]([OH:22])=O)=[CH:12][N:11]=1.C(N1[CH2:30][CH2:29][O:28][CH2:27][CH2:26]1)C.[NH2:31][CH2:32][CH:33]1CCCCO1.O.ON1C2C=CC=CC=2N=N1.Cl.CN(C)CCCN=C=NCC. (3) The reactants are: Cl.[CH3:2][O:3][CH:4]1[CH2:7][NH:6][CH2:5]1.C(N(CC)C(C)C)(C)C.[CH3:17][C:18]1[C:19]([C:32]([O:34][CH3:35])=[O:33])=[CH:20][S:21][C:22]=1[C@@H:23]([CH:25]1[CH2:30][CH2:29][C:28](=O)[CH2:27][CH2:26]1)[CH3:24].[Li+].[BH4-].Cl. Given the product [CH3:2][O:3][CH:4]1[CH2:7][N:6]([C@H:28]2[CH2:27][CH2:26][C@H:25]([C@H:23]([C:22]3[S:21][CH:20]=[C:19]([C:32]([O:34][CH3:35])=[O:33])[C:18]=3[CH3:17])[CH3:24])[CH2:30][CH2:29]2)[CH2:5]1, predict the reactants needed to synthesize it. (4) Given the product [Cl:24][C:20]1[CH:19]=[C:18]([NH:17][C:16]([N:13]2[CH2:14][CH2:15][C:10]3[NH:9][N:8]=[C:7]([C:33]4[CH:32]=[CH:31][CH:30]=[C:29]([F:28])[CH:34]=4)[C:11]=3[CH2:12]2)=[O:25])[CH:23]=[CH:22][CH:21]=1, predict the reactants needed to synthesize it. The reactants are: FC(F)(F)S(O[C:7]1[C:11]2[CH2:12][N:13]([C:16](=[O:25])[NH:17][C:18]3[CH:23]=[CH:22][CH:21]=[C:20]([Cl:24])[CH:19]=3)[CH2:14][CH2:15][C:10]=2[NH:9][N:8]=1)(=O)=O.[F:28][C:29]1[CH:30]=[C:31](B(O)O)[CH:32]=[CH:33][CH:34]=1.[O-]P([O-])([O-])=O.[K+].[K+].[K+].O.